This data is from Reaction yield outcomes from USPTO patents with 853,638 reactions. The task is: Predict the reaction yield, written as a fraction of the theoretical maximum amount of product (1.0 means a 100% yield; for example, 0.34 means a 34% yield). (1) The reactants are [C:1]1([C:7]([C:18]2[CH:23]=[CH:22][CH:21]=[CH:20][CH:19]=2)([C:12]2[CH:17]=[CH:16][CH:15]=[CH:14][CH:13]=2)[S:8][CH2:9][CH2:10][NH2:11])[CH:6]=[CH:5][CH:4]=[CH:3][CH:2]=1.CCN(CC)CC.[Br:31][CH2:32][C:33](Br)=[O:34]. The catalyst is C(Cl)Cl. The product is [Br:31][CH2:32][C:33]([NH:11][CH2:10][CH2:9][S:8][C:7]([C:18]1[CH:23]=[CH:22][CH:21]=[CH:20][CH:19]=1)([C:12]1[CH:13]=[CH:14][CH:15]=[CH:16][CH:17]=1)[C:1]1[CH:2]=[CH:3][CH:4]=[CH:5][CH:6]=1)=[O:34]. The yield is 0.830. (2) The reactants are Cl[C:2]1[N:7]=[CH:6][C:5]([CH2:8][C:9]([O:11][CH2:12][CH3:13])=[O:10])=[CH:4][CH:3]=1.[CH3:14][S-:15].[Na+]. The catalyst is CN(C)C=O.C(OCC)(=O)C. The product is [CH3:14][S:15][C:2]1[N:7]=[CH:6][C:5]([CH2:8][C:9]([O:11][CH2:12][CH3:13])=[O:10])=[CH:4][CH:3]=1. The yield is 0.400.